Task: Predict the product of the given reaction.. Dataset: Forward reaction prediction with 1.9M reactions from USPTO patents (1976-2016) (1) The product is: [NH2:30][C@H:27]1[CH2:28][CH2:29][C@H:24]([NH:31][C:5]2[CH:4]=[C:3]([C:9]3[N:14]=[C:13]([NH:15][CH2:16][CH:17]4[CH2:22][CH2:21][O:20][CH2:19][CH2:18]4)[C:12]([NH2:23])=[N:11][CH:10]=3)[C:2]([Cl:1])=[CH:7][N:6]=2)[CH2:25][CH2:26]1. Given the reactants [Cl:1][C:2]1[C:3]([C:9]2[N:14]=[C:13]([NH:15][CH2:16][CH:17]3[CH2:22][CH2:21][O:20][CH2:19][CH2:18]3)[C:12]([NH2:23])=[N:11][CH:10]=2)=[CH:4][C:5](F)=[N:6][CH:7]=1.[C@H:24]1([NH2:31])[CH2:29][CH2:28][C@H:27]([NH2:30])[CH2:26][CH2:25]1, predict the reaction product. (2) Given the reactants C1(P(C2CCCCC2)C2C=CC=CC=2C2C(OC)=CC=CC=2OC)CCCCC1.C(=O)([O-])[O-].[K+].[K+].[F:36][C:37]1[CH:38]=[CH:39][C:40]2[N:41]([CH:43]=[C:44]([C:46]([NH:48][C@H:49]3[CH2:54][CH2:53][C@@H:52]([N:55]4[C:60](=[O:61])[C:59]5[CH:62]=[C:63]([F:66])[CH:64]=[N:65][C:58]=5[N:57]([C:67]5[CH:72]=[CH:71][CH:70]=[C:69](I)[CH:68]=5)[C:56]4=[O:74])[CH2:51][CH2:50]3)=[O:47])[N:45]=2)[CH:42]=1.C(OC([NH:82][CH2:83][C:84]1[CH:89]=[C:88]([F:90])[CH:87]=[CH:86][C:85]=1B(O)O)=O)(C)(C)C.Cl.O1CCOCC1, predict the reaction product. The product is: [NH2:82][CH2:83][C:84]1[CH:89]=[C:88]([F:90])[CH:87]=[CH:86][C:85]=1[C:69]1[CH:70]=[CH:71][CH:72]=[C:67]([N:57]2[C:58]3[N:65]=[CH:64][C:63]([F:66])=[CH:62][C:59]=3[C:60](=[O:61])[N:55]([C@@H:52]3[CH2:53][CH2:54][C@H:49]([NH:48][C:46]([C:44]4[N:45]=[C:40]5[CH:39]=[CH:38][C:37]([F:36])=[CH:42][N:41]5[CH:43]=4)=[O:47])[CH2:50][CH2:51]3)[C:56]2=[O:74])[CH:68]=1. (3) The product is: [CH3:61][N:62]([CH2:63][C:64]1[CH:69]=[CH:68][N:67]=[CH:66][CH:65]=1)[C:25]([C:22]1[CH:21]=[N:20][C:19]([N:16]2[CH2:17][CH2:18][CH:13]([C:10]3[CH:9]=[CH:8][C:7]([C@@H:5]([NH:4][C:1](=[O:3])[CH3:2])[CH3:6])=[CH:12][CH:11]=3)[CH2:14][CH2:15]2)=[N:24][CH:23]=1)=[O:27]. Given the reactants [C:1]([NH:4][C@H:5]([C:7]1[CH:12]=[CH:11][C:10]([CH:13]2[CH2:18][CH2:17][N:16]([C:19]3[N:24]=[CH:23][C:22]([C:25]([OH:27])=O)=[CH:21][N:20]=3)[CH2:15][CH2:14]2)=[CH:9][CH:8]=1)[CH3:6])(=[O:3])[CH3:2].CCN(C(C)C)C(C)C.CN(C(ON1N=NC2C=CC=NC1=2)=[N+](C)C)C.F[P-](F)(F)(F)(F)F.[CH3:61][NH:62][CH2:63][C:64]1[CH:69]=[CH:68][N:67]=[CH:66][CH:65]=1, predict the reaction product. (4) Given the reactants [Br:1][C:2]1[CH:3]=[C:4]([CH:18]=[CH:19][CH:20]=1)[CH2:5][CH:6]1[C:10]2[NH:11][C:12]([C:14]([O:16]C)=[O:15])=[CH:13][C:9]=2[CH2:8][CH2:7]1.[OH-].[Li+].CO, predict the reaction product. The product is: [Br:1][C:2]1[CH:3]=[C:4]([CH:18]=[CH:19][CH:20]=1)[CH2:5][CH:6]1[C:10]2[NH:11][C:12]([C:14]([OH:16])=[O:15])=[CH:13][C:9]=2[CH2:8][CH2:7]1. (5) Given the reactants Br[C:2]1[CH:7]=[C:6]([Cl:8])[CH:5]=[CH:4][C:3]=1[CH2:9][S:10][CH2:11][C:12]1[CH:17]=[CH:16][C:15]([O:18][CH3:19])=[CH:14][CH:13]=1.C([Li])CCC.CCCCCC.CN(C)[CH:33]=[O:34], predict the reaction product. The product is: [Cl:8][C:6]1[CH:5]=[CH:4][C:3]([CH2:9][S:10][CH2:11][C:12]2[CH:17]=[CH:16][C:15]([O:18][CH3:19])=[CH:14][CH:13]=2)=[C:2]([CH:7]=1)[CH:33]=[O:34]. (6) Given the reactants [Cl:1][C:2]1[CH:7]=[CH:6][CH:5]=[CH:4][C:3]=1[C:8]1[C:9](=[O:24])[N:10]([C:18]2[CH:23]=[CH:22][CH:21]=[CH:20][CH:19]=2)[CH:11]=[C:12]([C:14](OC)=[O:15])[CH:13]=1.BrC1C(=O)N(C2C=CC=CC=2)C=C(C(OC)=O)C=1.Cl.C(=O)([O-])O.[Na+], predict the reaction product. The product is: [Cl:1][C:2]1[CH:7]=[CH:6][CH:5]=[CH:4][C:3]=1[C:8]1[C:9](=[O:24])[N:10]([C:18]2[CH:19]=[CH:20][CH:21]=[CH:22][CH:23]=2)[CH:11]=[C:12]([CH2:14][OH:15])[CH:13]=1. (7) Given the reactants [CH2:1]([O:8][CH2:9][C:10]1[C:19]2[C:14](=[CH:15][C:16]([O:20][CH3:21])=[CH:17][CH:18]=2)[C:13]([Cl:22])=[N:12][N:11]=1)[C:2]1[CH:7]=[CH:6][CH:5]=[CH:4][CH:3]=1.[NH2:23][CH:24]1[CH2:29][CH2:28][N:27]([CH2:30][C:31]2[CH:40]=[CH:39][C:38]3[C:33](=[CH:34][CH:35]=[CH:36][CH:37]=3)[CH:32]=2)[CH2:26][CH2:25]1, predict the reaction product. The product is: [ClH:22].[ClH:22].[CH2:1]([O:8][CH2:9][C:10]1[C:19]2[C:14](=[CH:15][C:16]([O:20][CH3:21])=[CH:17][CH:18]=2)[C:13]([NH:23][CH:24]2[CH2:25][CH2:26][N:27]([CH2:30][C:31]3[CH:40]=[CH:39][C:38]4[C:33](=[CH:34][CH:35]=[CH:36][CH:37]=4)[CH:32]=3)[CH2:28][CH2:29]2)=[N:12][N:11]=1)[C:2]1[CH:7]=[CH:6][CH:5]=[CH:4][CH:3]=1. (8) Given the reactants [C:1]([O:5][C:6](=[O:34])[NH:7][CH2:8][CH2:9][CH2:10][CH2:11][NH:12][C:13]1[C:22]2[C:17](=[CH:18][C:19]([O:23][CH2:24][C:25]3[CH:30]=[CH:29][CH:28]=[CH:27][CH:26]=3)=[CH:20][CH:21]=2)[N:16]=[CH:15][C:14]=1[N+:31]([O-])=O)([CH3:4])([CH3:3])[CH3:2].CC(O)C.[H][H], predict the reaction product. The product is: [C:1]([O:5][C:6](=[O:34])[NH:7][CH2:8][CH2:9][CH2:10][CH2:11][NH:12][C:13]1[C:22]2[C:17](=[CH:18][C:19]([O:23][CH2:24][C:25]3[CH:26]=[CH:27][CH:28]=[CH:29][CH:30]=3)=[CH:20][CH:21]=2)[N:16]=[CH:15][C:14]=1[NH2:31])([CH3:4])([CH3:2])[CH3:3].